From a dataset of NCI-60 drug combinations with 297,098 pairs across 59 cell lines. Regression. Given two drug SMILES strings and cell line genomic features, predict the synergy score measuring deviation from expected non-interaction effect. Drug 1: CC12CCC(CC1=CCC3C2CCC4(C3CC=C4C5=CN=CC=C5)C)O. Drug 2: C1=NNC2=C1C(=O)NC=N2. Cell line: HT29. Synergy scores: CSS=10.1, Synergy_ZIP=-1.27, Synergy_Bliss=2.54, Synergy_Loewe=-6.52, Synergy_HSA=-1.36.